Task: Regression. Given a peptide amino acid sequence and an MHC pseudo amino acid sequence, predict their binding affinity value. This is MHC class II binding data.. Dataset: Peptide-MHC class II binding affinity with 134,281 pairs from IEDB (1) The binding affinity (normalized) is 0.325. The peptide sequence is CTDKMFFVKNPTDTG. The MHC is HLA-DQA10601-DQB10402 with pseudo-sequence HLA-DQA10601-DQB10402. (2) The peptide sequence is EHAFYLDWAVHSFRI. The MHC is DRB3_0101 with pseudo-sequence DRB3_0101. The binding affinity (normalized) is 0.611. (3) The peptide sequence is RVIAQGPTATFEAMY. The MHC is HLA-DPA10103-DPB10401 with pseudo-sequence HLA-DPA10103-DPB10401. The binding affinity (normalized) is 0.391. (4) The peptide sequence is EMETESWIVDRQWAQ. The binding affinity (normalized) is 0. The MHC is DRB1_0405 with pseudo-sequence DRB1_0405. (5) The peptide sequence is AGWDTVLQSITTILA. The MHC is DRB3_0101 with pseudo-sequence DRB3_0101. The binding affinity (normalized) is 0.178. (6) The peptide sequence is IYHKCDNACIGSIRN. The MHC is DRB4_0101 with pseudo-sequence DRB4_0103. The binding affinity (normalized) is 0.0526. (7) The peptide sequence is AFKVAATSANAAPAN. The MHC is HLA-DPA10201-DPB11401 with pseudo-sequence HLA-DPA10201-DPB11401. The binding affinity (normalized) is 0.743.